From a dataset of Peptide-MHC class II binding affinity with 134,281 pairs from IEDB. Regression. Given a peptide amino acid sequence and an MHC pseudo amino acid sequence, predict their binding affinity value. This is MHC class II binding data. The peptide sequence is KASNPNYLAILVKYV. The MHC is DRB1_0405 with pseudo-sequence DRB1_0405. The binding affinity (normalized) is 0.555.